Predict the reactants needed to synthesize the given product. From a dataset of Full USPTO retrosynthesis dataset with 1.9M reactions from patents (1976-2016). (1) Given the product [F:18][C:19]1[CH:27]=[CH:26][C:22]([C:23]([N:14]2[CH2:15][CH2:16][CH2:17][C@H:12]([C:10]3[O:9][N:8]=[C:7]([C:3]4[NH:2][CH:6]=[CH:5][N:4]=4)[N:11]=3)[CH2:13]2)=[O:24])=[CH:21][CH:20]=1, predict the reactants needed to synthesize it. The reactants are: Cl.[NH:2]1[CH:6]=[CH:5][N:4]=[C:3]1[C:7]1[N:11]=[C:10]([C@H:12]2[CH2:17][CH2:16][CH2:15][NH:14][CH2:13]2)[O:9][N:8]=1.[F:18][C:19]1[CH:27]=[CH:26][C:22]([C:23](Cl)=[O:24])=[CH:21][CH:20]=1. (2) Given the product [ClH:32].[F:31][C:2]([F:1])([F:30])[C:3]1[C:4](=[O:29])[NH:5][C:6](=[O:28])[N:7]([CH2:9][CH2:10][CH2:11][N:12]2[CH2:17][C@H:16]3[C@:14]([C:18]4[CH:19]=[CH:20][C:21]([C:24]([F:27])([F:26])[F:25])=[CH:22][CH:23]=4)([CH2:15]3)[CH2:13]2)[CH:8]=1, predict the reactants needed to synthesize it. The reactants are: [F:1][C:2]([F:31])([F:30])[C:3]1[C:4](=[O:29])[NH:5][C:6](=[O:28])[N:7]([CH2:9][CH2:10][CH2:11][N:12]2[CH2:17][C@H:16]3[C@:14]([C:18]4[CH:23]=[CH:22][C:21]([C:24]([F:27])([F:26])[F:25])=[CH:20][CH:19]=4)([CH2:15]3)[CH2:13]2)[CH:8]=1.[ClH:32]. (3) Given the product [CH2:13]([N:2]1[CH2:3][C:4]2[C:9](=[CH:8][CH:7]=[CH:6][CH:5]=2)[C:1]1=[O:10])[C:12]#[CH:11], predict the reactants needed to synthesize it. The reactants are: [C:1]1(=[O:10])[C:9]2[C:4](=[CH:5][CH:6]=[CH:7][CH:8]=2)[CH2:3][NH:2]1.[CH2:11](Br)[C:12]#[CH:13].C(=O)([O-])[O-].[Cs+].[Cs+]. (4) Given the product [N:1]1[CH:6]=[CH:5][N:4]=[CH:3][C:2]=1[C:7]1[N:15]2[C:10]([CH:11]=[CH:12][CH:13]=[CH:14]2)=[CH:9][C:8]=1[CH:16]=[O:17], predict the reactants needed to synthesize it. The reactants are: [N:1]1[CH:6]=[CH:5][N:4]=[CH:3][C:2]=1[C:7]1[N:15]2[C:10]([CH:11]=[CH:12][CH:13]=[CH:14]2)=[CH:9][C:8]=1[CH2:16][OH:17]. (5) Given the product [CH3:22][CH:16]([CH2:15][CH:14]=[CH:13][CH2:12][CH:6]([CH3:7])[C:4]([O:3][CH3:1])=[O:5])[C:17]([O:19][CH3:20])=[O:18], predict the reactants needed to synthesize it. The reactants are: [CH2:1]([O:3][C:4]([C:6](C)([CH2:12][CH:13]=[CH:14][CH2:15][C:16](C(OCC)=O)([CH3:22])[C:17]([O:19][CH2:20]C)=[O:18])[C:7](OCC)=O)=[O:5])C.[OH-].[K+].OS(O)(=O)=O. (6) The reactants are: [C:1](#[N:4])[CH:2]=[CH2:3].[OH-].[K+].[NH2:7][C:8]([CH2:13][OH:14])([CH2:11][OH:12])[CH2:9][OH:10].Cl. Given the product [NH2:7][C:8]([CH2:13][O:14][CH2:3][CH2:2][C:1]#[N:4])([CH2:11][O:12][CH2:3][CH2:2][C:1]#[N:4])[CH2:9][O:10][CH2:3][CH2:2][C:1]#[N:4], predict the reactants needed to synthesize it. (7) Given the product [CH:1]([O:4][C:5]1[CH:19]=[CH:18][C:8]([C:9]([N:11]2[CH2:16][CH2:15][C:14]3([O:17][CH:32]=[CH:31][C:30](=[O:29])[CH2:36]3)[CH2:13][CH2:12]2)=[O:10])=[CH:7][C:6]=1[O:20][CH3:21])([CH3:3])[CH3:2], predict the reactants needed to synthesize it. The reactants are: [CH:1]([O:4][C:5]1[CH:19]=[CH:18][C:8]([C:9]([N:11]2[CH2:16][CH2:15][C:14](=[O:17])[CH2:13][CH2:12]2)=[O:10])=[CH:7][C:6]=1[O:20][CH3:21])([CH3:3])[CH3:2].[Si]([O:29][C:30](=[CH2:36])/[CH:31]=[CH:32]/N(C)C)(C(C)(C)C)(C)C.C(Cl)(=O)C. (8) Given the product [Br:1][C:2]1[CH:13]=[C:6]([C:7](=[O:8])[CH3:15])[C:5]([Cl:14])=[N:4][CH:3]=1, predict the reactants needed to synthesize it. The reactants are: [Br:1][C:2]1[CH:3]=[N:4][C:5]([Cl:14])=[C:6]([CH:13]=1)[C:7](N(OC)C)=[O:8].[CH3:15][Mg]Br.ClC1C=CC(C[C@@H]2NCCN(C3SC(C4C=C5C(=CC=4)C=NC=C5)=NN=3)C2)=CC=1.